Task: Predict the reactants needed to synthesize the given product.. Dataset: Full USPTO retrosynthesis dataset with 1.9M reactions from patents (1976-2016) (1) Given the product [O:10]=[C:9]1[CH:8]([N:1]([C:2]2[CH:3]=[CH:4][CH:5]=[CH:6][CH:7]=2)[C:21](=[O:27])/[CH:22]=[CH:23]\[C:24]([OH:26])=[O:25])[CH2:13][C:12](=[O:14])[N:11]1[C:15]1[CH:16]=[CH:17][CH:18]=[CH:19][CH:20]=1, predict the reactants needed to synthesize it. The reactants are: [NH:1]([CH:8]1[CH2:13][C:12](=[O:14])[N:11]([C:15]2[CH:20]=[CH:19][CH:18]=[CH:17][CH:16]=2)[C:9]1=[O:10])[C:2]1[CH:7]=[CH:6][CH:5]=[CH:4][CH:3]=1.[C:21]1(=[O:27])[O:26][C:24](=[O:25])[CH:23]=[CH:22]1. (2) Given the product [NH2:1][C:2]1[CH:7]=[CH:6][CH:5]=[CH:4][C:3]=1[NH:8][C:9](=[O:31])[C:10]1[CH:15]=[CH:14][C:13]([CH2:16][CH2:17][C:18]2[N:23]=[C:22]([NH2:24])[N:21]=[C:20]([N:25]3[CH2:26][CH2:27][CH2:28][CH2:29][CH2:30]3)[N:19]=2)=[CH:12][CH:11]=1, predict the reactants needed to synthesize it. The reactants are: [NH2:1][C:2]1[CH:7]=[CH:6][CH:5]=[CH:4][C:3]=1[NH:8][C:9](=[O:31])[C:10]1[CH:15]=[CH:14][C:13]([CH:16]=[CH:17][C:18]2[N:23]=[C:22]([NH2:24])[N:21]=[C:20]([N:25]3[CH2:30][CH2:29][CH2:28][CH2:27][CH2:26]3)[N:19]=2)=[CH:12][CH:11]=1. (3) The reactants are: [C:1](Cl)(=[O:5])[CH:2]([CH3:4])[CH3:3].O[NH:8][C:9]([N:11]1[CH2:16][CH2:15][C:14]2([CH2:19][C:18]3([O:37][C:22]4=[CH:23][N:24]=[C:25]([C:27]5[CH2:28][CH2:29][N:30]([S:33]([CH3:36])(=[O:35])=[O:34])[CH2:31][CH:32]=5)[CH:26]=[C:21]4[CH2:20]3)[CH2:17]2)[CH2:13][CH2:12]1)=[NH:10].C(N(CC)CC)C. Given the product [CH:2]([C:1]1[O:5][N:10]=[C:9]([N:11]2[CH2:16][CH2:15][C:14]3([CH2:17][C:18]4([O:37][C:22]5=[CH:23][N:24]=[C:25]([C:27]6[CH2:32][CH2:31][N:30]([S:33]([CH3:36])(=[O:34])=[O:35])[CH2:29][CH:28]=6)[CH:26]=[C:21]5[CH2:20]4)[CH2:19]3)[CH2:13][CH2:12]2)[N:8]=1)([CH3:4])[CH3:3], predict the reactants needed to synthesize it. (4) Given the product [CH3:17][O:18][CH2:19][CH:20]([OH:21])[CH2:22][C:11]1[N:7]([C:1]2[CH:2]=[CH:3][CH:4]=[CH:5][CH:6]=2)[N:8]=[CH:9][CH:10]=1, predict the reactants needed to synthesize it. The reactants are: [C:1]1([N:7]2[CH:11]=[CH:10][CH:9]=[N:8]2)[CH:6]=[CH:5][CH:4]=[CH:3][CH:2]=1.C([Li])CCC.[CH3:17][O:18][CH2:19][CH:20]1[CH2:22][O:21]1.Cl. (5) The reactants are: [Cl-].[CH3:2][O:3][CH2:4][P+](C1C=CC=CC=1)(C1C=CC=CC=1)C1C=CC=CC=1.CC(C)([O-])C.[K+].[CH2:30]([O:37][C:38](=[O:49])[N:39]([C@H:41]1[CH2:46][CH2:45][C@H:44]([CH:47]=O)[CH2:43][CH2:42]1)[CH3:40])[C:31]1[CH:36]=[CH:35][CH:34]=[CH:33][CH:32]=1. Given the product [CH2:30]([O:37][C:38](=[O:49])[N:39]([CH:41]1[CH2:46][CH2:45][CH:44]([CH:47]=[CH:2][O:3][CH3:4])[CH2:43][CH2:42]1)[CH3:40])[C:31]1[CH:36]=[CH:35][CH:34]=[CH:33][CH:32]=1, predict the reactants needed to synthesize it. (6) Given the product [CH3:12][C:13]1([CH3:14])[C:2]2[CH:10]=[CH:9][CH:8]=[CH:7][C:3]=2[C:4](=[O:5])[O:6]1, predict the reactants needed to synthesize it. The reactants are: Br[C:2]1[CH:10]=[CH:9][CH:8]=[CH:7][C:3]=1[C:4]([OH:6])=[O:5].[Li][CH2:12][CH2:13][CH2:14]C.CCCCCC.CC(C)=O. (7) The reactants are: [CH2:1]([O:3][P:4]([CH2:9][C:10]1[CH:15]=[CH:14][C:13]([NH:16][C:17]2[N:22]=[C:21](Cl)[C:20]([C:24]([F:27])([F:26])[F:25])=[CH:19][N:18]=2)=[CH:12][CH:11]=1)(=[O:8])[O:5][CH2:6][CH3:7])[CH3:2].[NH2:28][C:29]1[CH:30]=[CH:31][C:32]([C:40]2[N:41]=[N:42][NH:43][N:44]=2)=[C:33]2[C:37]=1[C:36](=[O:38])[N:35]([CH3:39])[CH2:34]2. Given the product [CH2:1]([O:3][P:4]([CH2:9][C:10]1[CH:15]=[CH:14][C:13]([NH:16][C:17]2[N:22]=[C:21]([NH:28][C:29]3[CH:30]=[CH:31][C:32]([C:40]4[N:41]=[N:42][NH:43][N:44]=4)=[C:33]4[C:37]=3[C:36](=[O:38])[N:35]([CH3:39])[CH2:34]4)[C:20]([C:24]([F:27])([F:26])[F:25])=[CH:19][N:18]=2)=[CH:12][CH:11]=1)(=[O:8])[O:5][CH2:6][CH3:7])[CH3:2], predict the reactants needed to synthesize it.